From a dataset of Reaction yield outcomes from USPTO patents with 853,638 reactions. Predict the reaction yield, written as a fraction of the theoretical maximum amount of product (1.0 means a 100% yield; for example, 0.34 means a 34% yield). (1) The reactants are CCN([CH:7]([CH3:9])C)C(C)C.CN(C(ON1N=N[C:20]2[CH:21]=[CH:22][CH:23]=[N:24][C:19]1=2)=[N+](C)C)C.F[P-](F)(F)(F)(F)F.[NH4+].[Cl-].CN(C=[O:40])C. No catalyst specified. The product is [CH:20]1([C:19]([NH2:24])=[O:40])[CH2:21][CH2:22][CH2:23][CH2:9][CH2:7]1. The yield is 0.300. (2) The reactants are [CH3:1][N:2]([CH3:24])[CH2:3][CH2:4][O:5][C:6]1[CH:11]=[CH:10][C:9]2[C:12]3([CH2:22][O:23][C:8]=2[CH:7]=1)[C:20]1[C:15](=[CH:16][CH:17]=[CH:18][CH:19]=1)[NH:14][C:13]3=[O:21].CC1C=CC(S(O[CH2:36][C@H:37]2[CH2:41][CH2:40][CH2:39][O:38]2)(=O)=O)=CC=1.C(=O)([O-])[O-].[Cs+].[Cs+]. The catalyst is CC(=O)CC. The product is [CH3:1][N:2]([CH3:24])[CH2:3][CH2:4][O:5][C:6]1[CH:11]=[CH:10][C:9]2[C:12]3([CH2:22][O:23][C:8]=2[CH:7]=1)[C:20]1[C:15](=[CH:16][CH:17]=[CH:18][CH:19]=1)[N:14]([CH2:36][C@H:37]1[CH2:41][CH2:40][CH2:39][O:38]1)[C:13]3=[O:21]. The yield is 0.760. (3) The reactants are [Cl:1][C:2]1[N:7]=[C:6]([NH:8][C@@H:9]2[CH2:14][CH2:13][CH2:12][C@@H:11]([NH:15][S:16]([CH3:19])(=[O:18])=[O:17])[CH2:10]2)[C:5]([Cl:20])=[CH:4][N:3]=1.CC(C)=O.C(=O)([O-])[O-].[Cs+].[Cs+].Br[CH2:32][C:33]#[N:34]. No catalyst specified. The product is [C:33]([CH2:32][N:15]([C@@H:11]1[CH2:12][CH2:13][CH2:14][C@@H:9]([NH:8][C:6]2[C:5]([Cl:20])=[CH:4][N:3]=[C:2]([Cl:1])[N:7]=2)[CH2:10]1)[S:16]([CH3:19])(=[O:18])=[O:17])#[N:34]. The yield is 0.580. (4) The reactants are [Cl:1][C:2]1[CH:3]=[CH:4][C:5]([NH:8][C:9](=[O:33])[C:10]2[CH:15]=[CH:14][CH:13]=[CH:12][C:11]=2[NH:16][C:17]([O:19][CH:20]2[CH2:25][CH2:24][N:23](C(OC(C)(C)C)=O)[CH2:22][CH2:21]2)=[O:18])=[N:6][CH:7]=1.[F:34][C:35]([F:40])([F:39])[C:36]([O-:38])=[O:37]. No catalyst specified. The product is [F:34][C:35]([F:40])([F:39])[C:36]([OH:38])=[O:37].[Cl:1][C:2]1[CH:3]=[CH:4][C:5]([NH:8][C:9](=[O:33])[C:10]2[CH:15]=[CH:14][CH:13]=[CH:12][C:11]=2[NH:16][C:17]([O:19][CH:20]2[CH2:21][CH2:22][NH:23][CH2:24][CH2:25]2)=[O:18])=[N:6][CH:7]=1. The yield is 0.990. (5) The reactants are [Br:1][C:2]1[CH:15]=[CH:14][C:5]([C:6]([N:8]([CH2:10][CH2:11][CH2:12]C)[CH3:9])=[O:7])=[C:4]([S:16]([CH:19]([CH3:21])[CH3:20])(=[O:18])=[O:17])[CH:3]=1.Br[C:23]1C=CC(C(O)=O)=C(S(C(C)C)(=O)=O)C=1.C(NCCC)C. No catalyst specified. The product is [Br:1][C:2]1[CH:15]=[CH:14][C:5]([C:6]([N:8]([CH2:9][CH3:23])[CH2:10][CH2:11][CH3:12])=[O:7])=[C:4]([S:16]([CH:19]([CH3:21])[CH3:20])(=[O:18])=[O:17])[CH:3]=1. The yield is 0.800. (6) The reactants are [Si:1]([O:8][C@H:9]1[C:15](=[O:16])[C@H:14]2[CH2:17][C@:11]([OH:19])([C:12](=[O:18])[O:13]2)[CH2:10]1)([C:4]([CH3:7])([CH3:6])[CH3:5])([CH3:3])[CH3:2].[OH2:20].N1[CH:26]=[CH:25]C=CC=1. The catalyst is C(OC(=O)C)(=O)C.CCCCCC.C(OCC)(=O)C. The product is [C:25]([O:19][C@@:11]12[CH2:17][C@@H:14]([O:13][C:12]1=[O:18])[C:15](=[O:16])[C@H:9]([O:8][Si:1]([C:4]([CH3:7])([CH3:6])[CH3:5])([CH3:3])[CH3:2])[CH2:10]2)(=[O:20])[CH3:26]. The yield is 0.810. (7) The yield is 0.950. The reactants are Br[C:2]1[CH:7]=[CH:6][C:5]([S:8]([NH:11][C:12]2[N:13]=[CH:14][C:15]3[C:20]([C:21]=2[CH:22]2[CH2:24][CH2:23]2)=[CH:19][CH:18]=[CH:17][CH:16]=3)(=[O:10])=[O:9])=[CH:4][C:3]=1F.C(=O)([O-])[O-].[K+].[K+].[F:32][C:33]([F:44])([F:43])[O:34][C:35]1[CH:42]=[CH:41][C:38]([CH2:39]Br)=[CH:37][CH:36]=1.[C:45]([O:48][CH2:49]C)(=[O:47])[CH3:46]. The product is [CH:22]1([C:21]2[C:20]3[C:15](=[CH:16][CH:17]=[CH:18][CH:19]=3)[CH:14]=[N:13][C:12]=2[N:11]([CH2:39][C:38]2[CH:41]=[CH:42][C:35]([O:34][C:33]([F:44])([F:43])[F:32])=[CH:36][CH:37]=2)[S:8]([C:5]2[CH:6]=[CH:7][C:46]([C:45]([O:48][CH3:49])=[O:47])=[C:3]([CH3:2])[CH:4]=2)(=[O:9])=[O:10])[CH2:24][CH2:23]1. The catalyst is CN(C)C=O.